Dataset: Catalyst prediction with 721,799 reactions and 888 catalyst types from USPTO. Task: Predict which catalyst facilitates the given reaction. (1) Reactant: C([O:4][CH2:5][C:6]([N:8]1[CH2:13][CH2:12][N:11]([C:14]2[CH:35]=[CH:34][C:17]([NH:18][C:19]3[N:24]=[C:23]([C:25]4[N:29]([CH:30]([CH3:32])[CH3:31])[C:28]([CH3:33])=[N:27][CH:26]=4)[CH:22]=[CH:21][N:20]=3)=[CH:16][CH:15]=2)[CH2:10][CH2:9]1)=[O:7])(=O)C.N. Product: [OH:4][CH2:5][C:6]([N:8]1[CH2:9][CH2:10][N:11]([C:14]2[CH:35]=[CH:34][C:17]([NH:18][C:19]3[N:24]=[C:23]([C:25]4[N:29]([CH:30]([CH3:32])[CH3:31])[C:28]([CH3:33])=[N:27][CH:26]=4)[CH:22]=[CH:21][N:20]=3)=[CH:16][CH:15]=2)[CH2:12][CH2:13]1)=[O:7]. The catalyst class is: 5. (2) Reactant: O[CH2:2][CH2:3][C:4]1[N:9]=[CH:8][C:7]([NH:10][C:11](=[O:17])[O:12][C:13]([CH3:16])([CH3:15])[CH3:14])=[CH:6][CH:5]=1.[I:18]I.N1C=CN=C1.C1C=CC(P(C2C=CC=CC=2)C2C=CC=CC=2)=CC=1. Product: [I:18][CH2:2][CH2:3][C:4]1[N:9]=[CH:8][C:7]([NH:10][C:11](=[O:17])[O:12][C:13]([CH3:16])([CH3:15])[CH3:14])=[CH:6][CH:5]=1. The catalyst class is: 2. (3) Reactant: [OH:1][CH2:2][C:3]1[NH:8][C:7](=[O:9])[CH:6]=[CH:5][CH:4]=1.[H-].[Na+].[F:12][C:13]1[CH:21]=[CH:20][C:16]([C:17](Cl)=[O:18])=[CH:15][CH:14]=1. Product: [F:12][C:13]1[CH:21]=[CH:20][C:16]([C:17]([O:1][CH2:2][C:3]2[NH:8][C:7](=[O:9])[CH:6]=[CH:5][CH:4]=2)=[O:18])=[CH:15][CH:14]=1. The catalyst class is: 1. (4) Product: [CH3:18][O:17][C:15]1[CH:14]=[CH:13][C:9]([C:10]([NH2:20])=[O:11])=[CH:8][CH:16]=1. Reactant: C([C:8]1[CH:16]=[C:15]([O:17][CH3:18])[CH:14]=[CH:13][C:9]=1[C:10](O)=[O:11])C1C=CC=CC=1.C[N:20](C=O)C.C(Cl)(=O)C(Cl)=O. The catalyst class is: 2.